The task is: Predict the reactants needed to synthesize the given product.. This data is from Full USPTO retrosynthesis dataset with 1.9M reactions from patents (1976-2016). (1) Given the product [CH:20]1([C:23]2[C:24]([N:32]3[CH2:33][CH2:34][N:35]([C:11]([C:10]4[CH:14]=[CH:15][C:7]([N:3]5[CH2:4][CH2:5][CH2:6][S:2]5(=[O:1])=[O:18])=[CH:8][C:9]=4[O:16][CH3:17])=[O:13])[CH2:36][CH2:37]3)=[N:25][CH:26]=[C:27]([CH:29]3[CH2:31][CH2:30]3)[CH:28]=2)[CH2:21][CH2:22]1, predict the reactants needed to synthesize it. The reactants are: [O:1]=[S:2]1(=[O:18])[CH2:6][CH2:5][CH2:4][N:3]1[C:7]1[CH:15]=[CH:14][C:10]([C:11]([OH:13])=O)=[C:9]([O:16][CH3:17])[CH:8]=1.Cl.[CH:20]1([C:23]2[C:24]([N:32]3[CH2:37][CH2:36][NH:35][CH2:34][CH2:33]3)=[N:25][CH:26]=[C:27]([CH:29]3[CH2:31][CH2:30]3)[CH:28]=2)[CH2:22][CH2:21]1. (2) Given the product [C:1]([C:3]1[CH:8]=[CH:7][C:6]([N:9]2[C:16](=[O:17])[C:12]3([CH2:15][CH2:14][CH2:13]3)[N:11]([C:18]3[CH:19]=[CH:20][C:21]([CH2:24][CH2:25][CH2:26][C:27]([NH2:40])=[O:29])=[CH:22][CH:23]=3)[C:10]2=[S:30])=[CH:5][C:4]=1[CH2:31][F:33])#[N:2], predict the reactants needed to synthesize it. The reactants are: [C:1]([C:3]1[CH:8]=[CH:7][C:6]([N:9]2[C:16](=[O:17])[C:12]3([CH2:15][CH2:14][CH2:13]3)[N:11]([C:18]3[CH:23]=[CH:22][C:21]([CH2:24][CH2:25][CH2:26][C:27]([OH:29])=O)=[CH:20][CH:19]=3)[C:10]2=[S:30])=[CH:5][C:4]=1[C:31](F)([F:33])F)#[N:2].S(Cl)(Cl)=O.C[N:40](C=O)C. (3) Given the product [F:1][C:2]([F:33])([F:32])[C:3]1[CH:4]=[C:5]([C@H:13]2[O:18][C:17](=[O:19])[N:16]([CH2:20][C:21]3[CH:22]=[C:23]4[C:27](=[CH:28][C:29]=3[C:42]3[CH:43]=[C:38]([C:34]([CH3:35])([CH3:37])[CH3:36])[CH:39]=[CH:40][C:41]=3[O:47][CH3:48])[CH2:26][CH2:25][CH2:24]4)[C@@H:15]([CH3:31])[CH2:14]2)[CH:6]=[C:7]([C:9]([F:12])([F:11])[F:10])[CH:8]=1, predict the reactants needed to synthesize it. The reactants are: [F:1][C:2]([F:33])([F:32])[C:3]1[CH:4]=[C:5]([C@H:13]2[O:18][C:17](=[O:19])[N:16]([CH2:20][C:21]3[CH:22]=[C:23]4[C:27](=[CH:28][C:29]=3I)[CH2:26][CH2:25][CH2:24]4)[C@@H:15]([CH3:31])[CH2:14]2)[CH:6]=[C:7]([C:9]([F:12])([F:11])[F:10])[CH:8]=1.[C:34]([C:38]1[CH:39]=[CH:40][C:41]([O:47][CH3:48])=[C:42](B(O)O)[CH:43]=1)([CH3:37])([CH3:36])[CH3:35].C([O-])([O-])=O.[K+].[K+].